Dataset: Forward reaction prediction with 1.9M reactions from USPTO patents (1976-2016). Task: Predict the product of the given reaction. (1) Given the reactants NC1C(OC)=CC2CCN(CC(NC)=O)CCC=2C=1.ClC1N=C(N[C@@H]2CCCC[C@H]2NS(C)(=O)=O)C(Cl)=CN=1.[Cl:40][C:41]1[C:42]([NH:67][C@@H:68]2[CH2:73][CH2:72][CH2:71][CH2:70][C@H:69]2[NH:74][S:75]([CH3:78])(=[O:77])=[O:76])=[N:43][C:44]([NH:47][C:48]2[C:64]([O:65][CH3:66])=[CH:63][C:51]3[CH2:52][CH2:53][N:54]([CH2:57][C:58]([N:60](C)[CH3:61])=[O:59])[CH2:55][CH2:56][C:50]=3[CH:49]=2)=[N:45][CH:46]=1, predict the reaction product. The product is: [Cl:40][C:41]1[C:42]([NH:67][C@@H:68]2[CH2:73][CH2:72][CH2:71][CH2:70][C@H:69]2[NH:74][S:75]([CH3:78])(=[O:77])=[O:76])=[N:43][C:44]([NH:47][C:48]2[C:64]([O:65][CH3:66])=[CH:63][C:51]3[CH2:52][CH2:53][N:54]([CH2:57][C:58]([NH:60][CH3:61])=[O:59])[CH2:55][CH2:56][C:50]=3[CH:49]=2)=[N:45][CH:46]=1. (2) Given the reactants [Cl:1][C:2]1[CH:9]=[C:8]([N:10]2[C:14]([CH3:15])=[C:13]([CH2:16][OH:17])[C:12]([CH3:18])=[N:11]2)[CH:7]=[CH:6][C:3]=1[C:4]#[N:5].CS(Cl)(=O)=O.C(N(C(C)C)CC)(C)C.[Br:33][C:34]1[CH:39]=[CH:38][C:37](O)=[CH:36][N:35]=1.[H-].[Na+], predict the reaction product. The product is: [Br:33][C:34]1[N:35]=[CH:36][C:37]([O:17][CH2:16][C:13]2[C:12]([CH3:18])=[N:11][N:10]([C:8]3[CH:7]=[CH:6][C:3]([C:4]#[N:5])=[C:2]([Cl:1])[CH:9]=3)[C:14]=2[CH3:15])=[CH:38][CH:39]=1. (3) The product is: [NH2:1][CH2:2][CH2:3][C:4]1[CH:5]=[CH:6][C:7]([C:10]2[C:11]3[C:12]4[CH:25]=[CH:24][S:23][C:13]=4[C:14](=[O:22])[NH:15][C:16]=3[CH:17]=[CH:18][C:19]=2[OH:20])=[CH:8][CH:9]=1. Given the reactants [NH2:1][CH2:2][CH2:3][C:4]1[CH:9]=[CH:8][C:7]([C:10]2[C:11]3[C:12]4[CH:25]=[CH:24][S:23][C:13]=4[C:14](=[O:22])[NH:15][C:16]=3[CH:17]=[CH:18][C:19]=2[O:20]C)=[CH:6][CH:5]=1, predict the reaction product. (4) Given the reactants [N:1]1([C:15]([O:17][C:18]([CH3:21])([CH3:20])[CH3:19])=[O:16])[C:5]2=[N:6][CH:7]=[CH:8][CH:9]=[C:4]2[CH2:3][CH:2]1[C:10]([O:12]CC)=[O:11].CO.[Li+:24].[OH-], predict the reaction product. The product is: [C:18]([O:17][C:15]([N:1]1[C:5]2=[N:6][CH:7]=[CH:8][CH:9]=[C:4]2[CH2:3][CH:2]1[C:10]([O-:12])=[O:11])=[O:16])([CH3:21])([CH3:19])[CH3:20].[Li+:24]. (5) Given the reactants [CH3:1][S:2][CH2:3][CH2:4][C:5]1[NH:9][N:8]=[C:7]([C:10]2[CH:15]=[CH:14][CH:13]=[CH:12][CH:11]=2)[CH:6]=1.[Br:16]N1C(=O)CCC1=O, predict the reaction product. The product is: [Br:16][C:6]1[C:7]([C:10]2[CH:15]=[CH:14][CH:13]=[CH:12][CH:11]=2)=[N:8][NH:9][C:5]=1[CH2:4][CH2:3][S:2][CH3:1]. (6) Given the reactants [NH2:1][C:2]1[N:7]=[CH:6][C:5]([N:8]2[C:15](=[O:16])[CH2:14][CH:13]3[N:17]([C:18]([O:20][C:21]([CH3:24])([CH3:23])[CH3:22])=[O:19])[CH:10]([CH2:11][CH2:12]3)[CH2:9]2)=[CH:4][CH:3]=1.Cl[C:26]1[N:27]=[CH:28][C:29]2[CH:34]=[C:33]([C:35]([N:37]([CH3:39])[CH3:38])=[O:36])[N:32]([CH:40]3[CH2:45][CH2:44][CH2:43][CH2:42][CH2:41]3)[C:30]=2[N:31]=1, predict the reaction product. The product is: [CH:40]1([N:32]2[C:30]3[N:31]=[C:26]([NH:1][C:2]4[N:7]=[CH:6][C:5]([N:8]5[C:15](=[O:16])[CH2:14][CH:13]6[N:17]([C:18]([O:20][C:21]([CH3:24])([CH3:23])[CH3:22])=[O:19])[CH:10]([CH2:11][CH2:12]6)[CH2:9]5)=[CH:4][CH:3]=4)[N:27]=[CH:28][C:29]=3[CH:34]=[C:33]2[C:35](=[O:36])[N:37]([CH3:38])[CH3:39])[CH2:41][CH2:42][CH2:43][CH2:44][CH2:45]1. (7) Given the reactants [Cl:1][C:2]1[CH:7]=[CH:6][N:5]=[C:4]([C:8]2[S:9][CH:10]=[CH:11][CH:12]=2)[CH:3]=1.[Br:13]Br.[O-]S([O-])(=S)=O.[Na+].[Na+], predict the reaction product. The product is: [Br:13][C:10]1[S:9][C:8]([C:4]2[CH:3]=[C:2]([Cl:1])[CH:7]=[CH:6][N:5]=2)=[CH:12][CH:11]=1. (8) Given the reactants [Br:1][C:2]1[CH:7]=[CH:6][CH:5]=[CH:4][C:3]=1[OH:8].Br[CH2:10][CH:11]1[CH2:13][CH2:12]1, predict the reaction product. The product is: [Br:1][C:2]1[CH:7]=[CH:6][CH:5]=[CH:4][C:3]=1[O:8][CH2:10][CH:11]1[CH2:13][CH2:12]1.